Dataset: Forward reaction prediction with 1.9M reactions from USPTO patents (1976-2016). Task: Predict the product of the given reaction. (1) Given the reactants [Cl:1][C:2]1[C:11]2[C:6](=[CH:7][CH:8]=[CH:9][CH:10]=2)[CH:5]=[C:4]([CH3:12])[C:3]=1[C@H:13]([OH:35])[CH2:14][O:15][C:16]([C:29]1[CH:34]=[CH:33][CH:32]=[CH:31][CH:30]=1)([C:23]1[CH:28]=[CH:27][CH:26]=[CH:25][CH:24]=1)[C:17]1[CH:22]=[CH:21][CH:20]=[CH:19][CH:18]=1.[H-].[Na+].[CH2:38]([O:40][C:41](=[O:47])[CH:42](Br)[CH2:43]CC)[CH3:39].[NH4+].[Cl-].[CH3:50]N(C=O)C, predict the reaction product. The product is: [Cl:1][C:2]1[C:11]2[C:6](=[CH:7][CH:8]=[CH:9][CH:10]=2)[CH:5]=[C:4]([CH3:12])[C:3]=1[C@H:13]([O:35][C:42]([CH3:43])([CH3:50])[C:41]([O:40][CH2:38][CH3:39])=[O:47])[CH2:14][O:15][C:16]([C:29]1[CH:34]=[CH:33][CH:32]=[CH:31][CH:30]=1)([C:17]1[CH:22]=[CH:21][CH:20]=[CH:19][CH:18]=1)[C:23]1[CH:24]=[CH:25][CH:26]=[CH:27][CH:28]=1. (2) The product is: [O:3]1[C:8]2=[CH:9][CH:10]=[CH:11][C:7]2=[CH:6][C:5]([CH:12]2[CH2:17][CH2:16][CH2:15][CH2:14][N:13]2[CH2:18][CH2:19][C@H:20]2[CH2:21][CH2:22][C@H:23]([NH:26][CH:27]=[O:28])[CH2:24][CH2:25]2)=[CH:4]1. Given the reactants Cl.Cl.[O:3]1[C:8]2=[CH:9][CH:10]=[CH:11][C:7]2=[CH:6][C:5]([CH:12]2[CH2:17][CH2:16][CH2:15][CH2:14][N:13]2[CH2:18][CH2:19][C@H:20]2[CH2:25][CH2:24][C@H:23]([NH2:26])[CH2:22][CH2:21]2)=[CH:4]1.[CH:27](O)=[O:28], predict the reaction product. (3) The product is: [Cl:3][C:4]1[CH:5]=[C:6]([S:10]([N:13]([CH2:31][C:30]2[CH:33]=[CH:34][C:27]([O:26][CH3:25])=[CH:28][CH:29]=2)[CH2:14][C:15]2[C:24]3[C:19](=[CH:20][CH:21]=[CH:22][CH:23]=3)[CH:18]=[CH:17][CH:16]=2)(=[O:11])=[O:12])[S:7][C:8]=1[Cl:9]. Given the reactants [H-].[Na+].[Cl:3][C:4]1[CH:5]=[C:6]([S:10]([NH:13][CH2:14][C:15]2[C:24]3[C:19](=[CH:20][CH:21]=[CH:22][CH:23]=3)[CH:18]=[CH:17][CH:16]=2)(=[O:12])=[O:11])[S:7][C:8]=1[Cl:9].[CH3:25][O:26][C:27]1[CH:34]=[CH:33][C:30]([CH2:31]Br)=[CH:29][CH:28]=1, predict the reaction product. (4) Given the reactants C(OC([NH:8][C:9]1[CH:17]=[C:16]2[C:12]([CH2:13][N:14]([CH2:19][C:20]([O:22][C@H:23]([C:34]3[CH:39]=[CH:38][C:37]([O:40][CH:41]([F:43])[F:42])=[C:36]([O:44][CH2:45][CH:46]4[CH2:48][CH2:47]4)[CH:35]=3)[CH2:24][C:25]3[C:30]([Cl:31])=[CH:29][N+:28]([O-:32])=[CH:27][C:26]=3[Cl:33])=[O:21])[C:15]2=[O:18])=[CH:11][CH:10]=1)=O)(C)(C)C.C(OCC)(=O)C, predict the reaction product. The product is: [NH2:8][C:9]1[CH:17]=[C:16]2[C:12]([CH2:13][N:14]([CH2:19][C:20]([O:22][C@H:23]([C:34]3[CH:39]=[CH:38][C:37]([O:40][CH:41]([F:42])[F:43])=[C:36]([O:44][CH2:45][CH:46]4[CH2:47][CH2:48]4)[CH:35]=3)[CH2:24][C:25]3[C:26]([Cl:33])=[CH:27][N+:28]([O-:32])=[CH:29][C:30]=3[Cl:31])=[O:21])[C:15]2=[O:18])=[CH:11][CH:10]=1. (5) Given the reactants [F:1][C:2]1[CH:7]=[CH:6][C:5]([CH2:8][C:9]2[CH:18]=[C:17]3[C:12]([C:13]([OH:30])=[C:14]([C:25](OCC)=[O:26])[C:15](=[O:24])[N:16]3[CH2:19][C:20]([F:23])([F:22])[F:21])=[N:11][CH:10]=2)=[CH:4][CH:3]=1.[NH2:31][CH:32]([CH3:35])[CH2:33][OH:34], predict the reaction product. The product is: [F:1][C:2]1[CH:7]=[CH:6][C:5]([CH2:8][C:9]2[CH:18]=[C:17]3[C:12]([C:13]([OH:30])=[C:14]([C:25]([NH:31][CH:32]([CH3:35])[CH2:33][OH:34])=[O:26])[C:15](=[O:24])[N:16]3[CH2:19][C:20]([F:23])([F:22])[F:21])=[N:11][CH:10]=2)=[CH:4][CH:3]=1. (6) Given the reactants [CH:1]1([CH2:4][O:5][C:6]2[N:11]=[C:10]([C:12](O)=[O:13])[CH:9]=[CH:8][C:7]=2[N:15]2[C:18]3([CH2:21][O:20][CH2:19]3)[CH2:17][CH2:16]2)[CH2:3][CH2:2]1.[NH2:22][C@@H:23]([CH2:28][C:29]([CH3:32])([CH3:31])[CH3:30])[C:24]([NH:26][CH3:27])=[O:25], predict the reaction product. The product is: [CH3:30][C:29]([CH3:32])([CH3:31])[CH2:28][C@H:23]([NH:22][C:12]([C:10]1[CH:9]=[CH:8][C:7]([N:15]2[C:18]3([CH2:21][O:20][CH2:19]3)[CH2:17][CH2:16]2)=[C:6]([O:5][CH2:4][CH:1]2[CH2:2][CH2:3]2)[N:11]=1)=[O:13])[C:24](=[O:25])[NH:26][CH3:27]. (7) Given the reactants [F:1][C:2]1[CH:21]=[C:20]([N+:22]([O-:24])=[O:23])[CH:19]=[CH:18][C:3]=1[O:4][C:5]1[C:14]2[C:9](=[CH:10][C:11]([OH:17])=[C:12]([O:15][CH3:16])[CH:13]=2)[N:8]=[CH:7][CH:6]=1.C(=O)([O-])[O-].[K+].[K+].Br[CH2:32][CH2:33][CH2:34][NH:35][C:36](=[O:42])[O:37][C:38]([CH3:41])([CH3:40])[CH3:39].CCOC(C)=O, predict the reaction product. The product is: [F:1][C:2]1[CH:21]=[C:20]([N+:22]([O-:24])=[O:23])[CH:19]=[CH:18][C:3]=1[O:4][C:5]1[C:14]2[C:9](=[CH:10][C:11]([O:17][CH2:32][CH2:33][CH2:34][NH:35][C:36](=[O:42])[O:37][C:38]([CH3:41])([CH3:40])[CH3:39])=[C:12]([O:15][CH3:16])[CH:13]=2)[N:8]=[CH:7][CH:6]=1.